Dataset: Full USPTO retrosynthesis dataset with 1.9M reactions from patents (1976-2016). Task: Predict the reactants needed to synthesize the given product. (1) Given the product [CH:35]1([C:12]2[CH:11]=[C:10]([NH:9][C:5]3[CH:4]=[C:3]([C:1]#[N:2])[CH:8]=[CH:7][N:6]=3)[N:15]=[C:14]([C:16]3[CH:17]=[N:18][C:19]([N:22]4[CH2:27][CH2:26][NH:25][CH2:24][CH2:23]4)=[CH:20][CH:21]=3)[CH:13]=2)[CH2:36][CH2:37]1, predict the reactants needed to synthesize it. The reactants are: [C:1]([C:3]1[CH:8]=[CH:7][N:6]=[C:5]([NH:9][C:10]2[N:15]=[C:14]([C:16]3[CH:17]=[N:18][C:19]([N:22]4[CH2:27][CH2:26][N:25](C(OC(C)(C)C)=O)[CH2:24][CH2:23]4)=[CH:20][CH:21]=3)[CH:13]=[C:12]([CH:35]3[CH2:37][CH2:36]3)[CH:11]=2)[CH:4]=1)#[N:2].C(O)(C(F)(F)F)=O. (2) Given the product [NH2:1][C:2]1[C:6]([C:7]([N:30]2[CH2:29][CH2:28][N:27]([C@H:31]([C:34]3[CH:39]=[CH:38][CH:37]=[CH:36][CH:35]=3)[CH2:32][OH:33])[CH2:26][C@H:25]2[CH3:24])=[O:9])=[CH:5][NH:4][N:3]=1, predict the reactants needed to synthesize it. The reactants are: [NH2:1][C:2]1[C:6]([C:7]([OH:9])=O)=[CH:5][NH:4][N:3]=1.C(Cl)CCl.C1C=CC2N(O)N=NC=2C=1.[CH3:24][C@H:25]1[NH:30][CH2:29][CH2:28][N:27]([C@H:31]([C:34]2[CH:39]=[CH:38][CH:37]=[CH:36][CH:35]=2)[CH2:32][OH:33])[CH2:26]1.